From a dataset of Full USPTO retrosynthesis dataset with 1.9M reactions from patents (1976-2016). Predict the reactants needed to synthesize the given product. (1) Given the product [CH:1]1([C@@H:20]([C:21]2[CH:22]=[CH:23][CH:24]=[CH:25][CH:26]=2)[NH:19][C@@H:12]([CH:11]([CH3:27])[CH3:10])[CH2:13][O:14][Si:15]([CH3:16])([CH3:17])[CH3:18])[CH2:3][CH2:2]1, predict the reactants needed to synthesize it. The reactants are: [CH:1]1(Br)[CH2:3][CH2:2]1.[Li]C(C)(C)C.[CH3:10][CH:11]([CH3:27])[C@H:12](/[N:19]=[CH:20]/[C:21]1[CH:26]=[CH:25][CH:24]=[CH:23][CH:22]=1)[CH2:13][O:14][Si:15]([CH3:18])([CH3:17])[CH3:16].Cl. (2) Given the product [CH:45]1([C:51]([O:36][C:31]2[CH:32]=[CH:33][CH:34]=[CH:35][C:30]=2[CH:28]2[O:27][N:26]=[C:25]([C:23]3[N:24]=[C:20]([CH:17]4[CH2:16][CH2:15][N:14]([C:12](=[O:13])[CH2:11][N:5]5[C:6]([CH:8]([F:10])[F:9])=[CH:7][C:3]([CH:2]([F:1])[F:37])=[N:4]5)[CH2:19][CH2:18]4)[S:21][CH:22]=3)[CH2:29]2)=[O:52])[CH2:50][CH2:49][CH2:48][CH2:47][CH2:46]1, predict the reactants needed to synthesize it. The reactants are: [F:1][CH:2]([F:37])[C:3]1[CH:7]=[C:6]([CH:8]([F:10])[F:9])[N:5]([CH2:11][C:12]([N:14]2[CH2:19][CH2:18][CH:17]([C:20]3[S:21][CH:22]=[C:23]([C:25]4[CH2:29][CH:28]([C:30]5[CH:35]=[CH:34][CH:33]=[CH:32][C:31]=5[OH:36])[O:27][N:26]=4)[N:24]=3)[CH2:16][CH2:15]2)=[O:13])[N:4]=1.C(N(CC)CC)C.[CH:45]1([C:51](Cl)=[O:52])[CH2:50][CH2:49][CH2:48][CH2:47][CH2:46]1. (3) Given the product [CH2:23]([N:5]1[CH2:10][CH2:9][CH:8]([O:11][C:12]2[CH:13]=[C:14]3[C:19](=[CH:20][CH:21]=2)[C:18]([NH2:22])=[N:17][CH:16]=[CH:15]3)[CH2:7][CH2:6]1)[C:24]1[CH:29]=[CH:28][CH:27]=[CH:26][CH:25]=1, predict the reactants needed to synthesize it. The reactants are: C(O)(=O)C.[NH:5]1[CH2:10][CH2:9][CH:8]([O:11][C:12]2[CH:13]=[C:14]3[C:19](=[CH:20][CH:21]=2)[C:18]([NH2:22])=[N:17][CH:16]=[CH:15]3)[CH2:7][CH2:6]1.[CH:23](=O)[C:24]1[CH:29]=[CH:28][CH:27]=[CH:26][CH:25]=1.C(O[BH-](OC(=O)C)OC(=O)C)(=O)C.[Na+]. (4) Given the product [F:17][C:2]([F:1])([F:16])[C:3]1[CH:7]=[C:6]([C:20]([OH:22])=[O:21])[N:5]([C:8]2[CH:9]=[CH:10][C:11]([O:14][CH3:15])=[CH:12][CH:13]=2)[N:4]=1, predict the reactants needed to synthesize it. The reactants are: [F:1][C:2]([F:17])([F:16])[C:3]1[CH:7]=[CH:6][N:5]([C:8]2[CH:13]=[CH:12][C:11]([O:14][CH3:15])=[CH:10][CH:9]=2)[N:4]=1.FC(F)(F)[C:20]([OH:22])=[O:21]. (5) Given the product [C:16]1([C:22](=[N:29][C@@H:30]([CH2:2][C:3]2[CH:8]=[CH:7][C:6]([O:9][C:10]([F:13])([F:12])[F:11])=[CH:5][CH:4]=2)[C:31]([O:33][C:34]([CH3:37])([CH3:36])[CH3:35])=[O:32])[C:23]2[CH:24]=[CH:25][CH:26]=[CH:27][CH:28]=2)[CH:17]=[CH:18][CH:19]=[CH:20][CH:21]=1, predict the reactants needed to synthesize it. The reactants are: Br[CH2:2][C:3]1[CH:8]=[CH:7][C:6]([O:9][C:10]([F:13])([F:12])[F:11])=[CH:5][CH:4]=1.[OH-].[K+].[C:16]1([C:22](=[N:29][CH2:30][C:31]([O:33][C:34]([CH3:37])([CH3:36])[CH3:35])=[O:32])[C:23]2[CH:28]=[CH:27][CH:26]=[CH:25][CH:24]=2)[CH:21]=[CH:20][CH:19]=[CH:18][CH:17]=1. (6) Given the product [N+:22]([C:17]1[CH:16]=[C:15]2[C:20]([C:21]([NH:9][CH2:8][CH2:7][N:1]3[CH2:6][CH2:5][CH2:4][CH2:3][CH2:2]3)=[N:13][NH:14]2)=[CH:19][CH:18]=1)([O-:24])=[O:23], predict the reactants needed to synthesize it. The reactants are: [N:1]1([CH2:7][CH2:8][NH2:9])[CH2:6][CH2:5][CH2:4][CH2:3][CH2:2]1.[N+]([N:13]1[CH:21]=[C:20]2[C:15]([CH:16]=[C:17]([N+:22]([O-:24])=[O:23])[CH:18]=[CH:19]2)=[N:14]1)([O-])=O. (7) Given the product [C:8]([C:7]1[C:11]([NH:16][C:17]2[CH:22]=[CH:21][C:20]([I:23])=[CH:19][C:18]=2[F:24])=[CH:12][C:13]([F:15])=[CH:14][C:6]=1[O:5][CH2:4][CH2:3][C@@H:2]([OH:1])[CH2:25][O:26][S:28]([CH3:27])(=[O:30])=[O:29])(=[O:9])[NH2:10], predict the reactants needed to synthesize it. The reactants are: [OH:1][C@@H:2]([CH2:25][OH:26])[CH2:3][CH2:4][O:5][C:6]1[CH:14]=[C:13]([F:15])[CH:12]=[C:11]([NH:16][C:17]2[CH:22]=[CH:21][C:20]([I:23])=[CH:19][C:18]=2[F:24])[C:7]=1[C:8]([NH2:10])=[O:9].[CH3:27][S:28](Cl)(=[O:30])=[O:29].N1C(C)=CC(C)=CC=1C. (8) Given the product [Cl:26][C:21]1[N:22]=[CH:23][CH:24]=[CH:25][C:20]=1[C:19]([NH:18][C:7]1[CH:8]=[CH:9][C:10]([C:11]([F:16])([F:17])[C:12]([F:15])([F:14])[F:13])=[C:5]([O:4][CH2:3][CH2:2][NH:1][S:36]([CH3:35])(=[O:38])=[O:37])[CH:6]=1)=[O:27], predict the reactants needed to synthesize it. The reactants are: [NH2:1][CH2:2][CH2:3][O:4][C:5]1[CH:6]=[C:7]([NH:18][C:19](=[O:27])[C:20]2[CH:25]=[CH:24][CH:23]=[N:22][C:21]=2[Cl:26])[CH:8]=[CH:9][C:10]=1[C:11]([F:17])([F:16])[C:12]([F:15])([F:14])[F:13].CCN(CC)CC.[CH3:35][S:36](Cl)(=[O:38])=[O:37]. (9) Given the product [CH3:41][O:40][C:36]1[CH:35]=[C:34]([CH:39]=[CH:38][CH:37]=1)[O:33][C:20]1[CH:21]=[C:22]2[C:17](=[CH:18][CH:19]=1)[N:16]1[C:1](=[O:2])[O:13][N:14]=[C:15]1[C@@H:24]([NH:25][C:26](=[O:32])[O:27][C:28]([CH3:31])([CH3:30])[CH3:29])[CH2:23]2, predict the reactants needed to synthesize it. The reactants are: [C:1](N1C=CN=C1)(N1C=CN=C1)=[O:2].[OH:13][N:14]=[C:15]1[C@@H:24]([NH:25][C:26](=[O:32])[O:27][C:28]([CH3:31])([CH3:30])[CH3:29])[CH2:23][C:22]2[C:17](=[CH:18][CH:19]=[C:20]([O:33][C:34]3[CH:39]=[CH:38][CH:37]=[C:36]([O:40][CH3:41])[CH:35]=3)[CH:21]=2)[NH:16]1.